From a dataset of Rat liver microsome stability data. Regression/Classification. Given a drug SMILES string, predict its absorption, distribution, metabolism, or excretion properties. Task type varies by dataset: regression for continuous measurements (e.g., permeability, clearance, half-life) or binary classification for categorical outcomes (e.g., BBB penetration, CYP inhibition). Dataset: rlm. (1) The compound is Cc1c(Nc2c(C#N)cncc2C=Cc2ccc(CN3CCOCC3)cc2)ccc2[nH]ccc12. The result is 1 (stable in rat liver microsomes). (2) The result is 0 (unstable in rat liver microsomes). The molecule is CC(C)(CO)NC(=O)c1nn(-c2cnccn2)c2c1C[C@H]1C[C@@H]21. (3) The drug is N[C@H]1CN(c2c(F)cc3c(=O)c(C(=O)O)cn(C4C[C@@H]4F)c3c2Cl)CC12CC2. The result is 0 (unstable in rat liver microsomes). (4) The drug is Cc1[nH]c2ccccc2c1CC(=O)N1Cc2ccc(/C=C/C(=O)NO)cc2C1. The result is 1 (stable in rat liver microsomes). (5) The molecule is CNCCCC1Cc2cc(F)ccc2N(c2ccccc2F)S1(=O)=O. The result is 0 (unstable in rat liver microsomes). (6) The drug is CSc1nn(Cc2cccc(C)c2)c(N)c1S(=O)(=O)c1ccccc1. The result is 1 (stable in rat liver microsomes). (7) The compound is Fc1ccc2[nH]c(CNc3nc(N4CCOCC4)nc4c3ncn4-c3cccnc3)nc2c1F. The result is 1 (stable in rat liver microsomes). (8) The molecule is NC(=O)C1CCN(c2nc(-c3ccccc3N)cs2)CC1. The result is 1 (stable in rat liver microsomes). (9) The molecule is COc1ccc(S(=O)(=O)Nc2cc(C(=O)O)ccc2F)c2ccccc12. The result is 0 (unstable in rat liver microsomes).